Task: Predict which catalyst facilitates the given reaction.. Dataset: Catalyst prediction with 721,799 reactions and 888 catalyst types from USPTO (1) Reactant: [Cl:1][C:2]1[N:7]=[C:6]([C:8]2[CH:13]=[CH:12][CH:11]=[CH:10][CH:9]=2)[N:5]=[C:4]([C:14](Cl)=[O:15])[CH:3]=1.[N:17]1[C:25]2[CH:24]=[CH:23][N:22]=[CH:21][C:20]=2[S:19][C:18]=1[C:26]1[CH:32]=[CH:31][CH:30]=[CH:29][C:27]=1[NH2:28].C(N(CC)CC)C. Product: [Cl:1][C:2]1[N:7]=[C:6]([C:8]2[CH:13]=[CH:12][CH:11]=[CH:10][CH:9]=2)[N:5]=[C:4]([C:14]([NH:28][C:27]2[CH:29]=[CH:30][CH:31]=[CH:32][C:26]=2[C:18]2[S:19][C:20]3[CH:21]=[N:22][CH:23]=[CH:24][C:25]=3[N:17]=2)=[O:15])[CH:3]=1. The catalyst class is: 2. (2) Reactant: [CH3:1][C:2]1[CH:7]=[CH:6][C:5]([C:8]2[O:12][N:11]=[CH:10][C:9]=2[C:13]([OH:15])=O)=[CH:4][CH:3]=1.CN(C([O:23]N1N=NC2C=CC=CC1=2)=[N+](C)C)C.[B-](F)(F)(F)F.C(N(C(C)C)C(C)C)C.Cl.[C:48]1([CH:54]2[CH2:58][CH2:57][NH:56][CH2:55]2)[CH:53]=[CH:52][CH:51]=[CH:50][CH:49]=1. Product: [CH3:1][C:2]1[CH:3]=[CH:4][C:5]([C:8]2[O:12][N:11]=[CH:10][C:9]=2[C:13]([N:56]2[CH2:57][CH2:58][C:54]([C:48]3[CH:53]=[CH:52][CH:51]=[CH:50][CH:49]=3)([OH:23])[CH2:55]2)=[O:15])=[CH:6][CH:7]=1. The catalyst class is: 3. (3) Reactant: [NH2:1][C:2]1[C:7]([CH:8]=O)=[CH:6][N:5]=[C:4]([N:10]2[CH2:15][CH2:14][N:13]([CH3:16])[CH2:12][CH2:11]2)[N:3]=1.C[O:18][C:19](=O)[CH2:20][C:21]([NH:23][C:24]1[CH:29]=[C:28]([C:30](=[O:41])[NH:31][CH2:32][C:33]2[CH:38]=[C:37]([F:39])[CH:36]=[CH:35][C:34]=2[F:40])[CH:27]=[CH:26][C:25]=1[Cl:42])=[O:22].N1CCCCC1. Product: [Cl:42][C:25]1[CH:26]=[CH:27][C:28]([C:30](=[O:41])[NH:31][CH2:32][C:33]2[CH:38]=[C:37]([F:39])[CH:36]=[CH:35][C:34]=2[F:40])=[CH:29][C:24]=1[NH:23][C:21]([C:20]1[C:19](=[O:18])[NH:1][C:2]2[N:3]=[C:4]([N:10]3[CH2:15][CH2:14][N:13]([CH3:16])[CH2:12][CH2:11]3)[N:5]=[CH:6][C:7]=2[CH:8]=1)=[O:22]. The catalyst class is: 5. (4) Reactant: [OH-].[K+].[CH3:3]C1C=CC(S(N(N=O)C)(=O)=O)=CC=1.[NH:17]1[C:21]2[CH:22]=[C:23]([N:26]3[CH:30]([C:31]4[C:36]([F:37])=[CH:35][CH:34]=[C:33]([F:38])[C:32]=4[Cl:39])[C:29]([C:40]4C=CC=CC=4)=[C:28]([OH:46])[C:27]3=[O:47])[CH:24]=[CH:25][C:20]=2[N:19]=[CH:18]1. Product: [NH:17]1[C:21]2[CH:22]=[C:23]([N:26]3[CH:30]([C:31]4[C:36]([F:37])=[CH:35][CH:34]=[C:33]([F:38])[C:32]=4[Cl:39])[C:29]([CH3:40])=[C:28]([O:46][CH3:3])[C:27]3=[O:47])[CH:24]=[CH:25][C:20]=2[N:19]=[CH:18]1. The catalyst class is: 24. (5) Reactant: [Mg].Br[C:3]1[CH:12]=[CH:11][C:10]2[C:5](=[CH:6][CH:7]=[CH:8][CH:9]=2)[CH:4]=1.[B:13](OCC)([O:17]CC)[O:14]CC. Product: [CH:4]1[C:5]2[C:10](=[CH:9][CH:8]=[CH:7][CH:6]=2)[CH:11]=[CH:12][C:3]=1[B:13]([OH:17])[OH:14]. The catalyst class is: 7. (6) Reactant: [C:1]([C:4]1[O:8][C:7]([C:9]2[CH:10]=[C:11]([CH:15]=[CH:16][CH:17]=2)[C:12]([OH:14])=O)=[CH:6][CH:5]=1)(=[O:3])[CH3:2].C1C=CC2N(O)N=NC=2C=1.CCN=[C:31]=[N:32][CH2:33][CH2:34][CH2:35][N:36]([CH3:38])[CH3:37].CN1CCCNCC1.CCN(C(C)C)C(C)C. Product: [CH3:37][N:36]1[CH2:35][CH2:34][CH2:33][N:32]([C:12]([C:11]2[CH:10]=[C:9]([C:7]3[O:8][C:4]([C:1](=[O:3])[CH3:2])=[CH:5][CH:6]=3)[CH:17]=[CH:16][CH:15]=2)=[O:14])[CH2:31][CH2:38]1. The catalyst class is: 18.